This data is from Forward reaction prediction with 1.9M reactions from USPTO patents (1976-2016). The task is: Predict the product of the given reaction. (1) Given the reactants [F:1][C:2]1[CH:7]=[CH:6][CH:5]=[CH:4][C:3]=1[C:8]1[C:9]([C:14]([OH:16])=O)=[CH:10][CH:11]=[CH:12][CH:13]=1.[Br:17][C:18]1[CH:19]=[N:20][C:21]([NH:24][C@@H:25]2[CH2:30][CH2:29][CH2:28][NH:27][CH2:26]2)=[N:22][CH:23]=1, predict the reaction product. The product is: [Br:17][C:18]1[CH:19]=[N:20][C:21]([NH:24][C@@H:25]2[CH2:30][CH2:29][CH2:28][N:27]([C:14]([C:9]3[CH:10]=[CH:11][CH:12]=[CH:13][C:8]=3[C:3]3[CH:4]=[CH:5][CH:6]=[CH:7][C:2]=3[F:1])=[O:16])[CH2:26]2)=[N:22][CH:23]=1. (2) Given the reactants [Cl:1][C:2]1[C:3]([F:31])=[C:4]([C@@H:8]2[C@:12]([C:15]3[CH:20]=[CH:19][C:18]([Cl:21])=[CH:17][C:16]=3[F:22])([C:13]#[N:14])[C@H:11]([CH2:23][C:24]([CH3:27])([CH3:26])[CH3:25])[NH:10][C@H:9]2[C:28](O)=[O:29])[CH:5]=[CH:6][CH:7]=1.CCN(C(C)C)C(C)C.C1(P(Cl)(C2C=CC=CC=2)=O)C=CC=CC=1.[CH3:56][O:57][C:58]([C:60]1[O:61][C:62]2[CH:68]=[CH:67][C:66]([NH2:69])=[CH:65][C:63]=2[N:64]=1)=[O:59], predict the reaction product. The product is: [Cl:1][C:2]1[C:3]([F:31])=[C:4]([C@@H:8]2[C@:12]([C:15]3[CH:20]=[CH:19][C:18]([Cl:21])=[CH:17][C:16]=3[F:22])([C:13]#[N:14])[C@H:11]([CH2:23][C:24]([CH3:26])([CH3:27])[CH3:25])[NH:10][C@H:9]2[C:28]([NH:69][C:66]2[CH:67]=[CH:68][C:62]3[O:61][C:60]([C:58]([O:57][CH3:56])=[O:59])=[N:64][C:63]=3[CH:65]=2)=[O:29])[CH:5]=[CH:6][CH:7]=1. (3) Given the reactants C(OC([N:8]1[CH2:14][CH2:13][C:12]2[CH:15]=[C:16]([C:19]3[CH:23]=[C:22]([CH3:24])[O:21][N:20]=3)[CH:17]=[CH:18][C:11]=2[CH2:10][CH2:9]1)=O)(C)(C)C.C(O)C.[ClH:28], predict the reaction product. The product is: [ClH:28].[CH3:24][C:22]1[O:21][N:20]=[C:19]([C:16]2[CH:17]=[CH:18][C:11]3[CH2:10][CH2:9][NH:8][CH2:14][CH2:13][C:12]=3[CH:15]=2)[CH:23]=1. (4) Given the reactants [CH2:1]([O:3][C:4]([CH:6]1[CH2:10][CH2:9][CH2:8][C:7]1=O)=[O:5])[CH3:2].[CH:12]([NH2:15])([CH3:14])[CH3:13].C([BH3-])#N.[Na+], predict the reaction product. The product is: [CH2:1]([O:3][C:4]([C:6]1[CH2:10][CH2:9][CH2:8][C:7]=1[NH:15][CH:12]([CH3:14])[CH3:13])=[O:5])[CH3:2]. (5) Given the reactants [Cl:1][C:2]1[CH:7]=[CH:6][C:5]([C:8]2[CH:12]=[CH:11][N:10]([C:13]3[CH:14]=[CH:15][C:16]4[O:25][CH2:24][C:19]5(OCC[O:20]5)[CH2:18][C:17]=4[CH:26]=3)[N:9]=2)=[CH:4][C:3]=1[CH2:27][NH:28][C:29](=[O:32])[O:30][CH3:31].Cl, predict the reaction product. The product is: [Cl:1][C:2]1[CH:7]=[CH:6][C:5]([C:8]2[CH:12]=[CH:11][N:10]([C:13]3[CH:14]=[CH:15][C:16]4[O:25][CH2:24][C:19](=[O:20])[CH2:18][C:17]=4[CH:26]=3)[N:9]=2)=[CH:4][C:3]=1[CH2:27][NH:28][C:29](=[O:32])[O:30][CH3:31].